From a dataset of Full USPTO retrosynthesis dataset with 1.9M reactions from patents (1976-2016). Predict the reactants needed to synthesize the given product. (1) Given the product [C:33]([OH:35])(=[O:34])[CH3:32].[CH2:1]([S:3]([C:6]1[CH:7]=[C:8]([C:12]2[CH:17]=[C:16]([C:18]([F:21])([F:20])[F:19])[C:15]([CH3:22])=[C:14]3[C:13]=2[C:24]2[CH:29]=[C:28]([CH3:30])[CH:27]=[N:26][C:25]=2[NH:23]3)[CH:9]=[CH:10][CH:11]=1)(=[O:5])=[O:4])[CH3:2], predict the reactants needed to synthesize it. The reactants are: [CH2:1]([S:3]([C:6]1[CH:7]=[C:8]([C:12]2[CH:17]=[C:16]([C:18]([F:21])([F:20])[F:19])[C:15]([CH3:22])=[C:14]([NH2:23])[C:13]=2[C:24]2[C:25](F)=[N:26][CH:27]=[C:28]([CH3:30])[CH:29]=2)[CH:9]=[CH:10][CH:11]=1)(=[O:5])=[O:4])[CH3:2].[CH3:32][C:33]([OH:35])=[O:34]. (2) Given the product [C:27]([N:26]1[C:22]([CH2:19][CH2:20][CH3:21])=[CH:23][C:24]([CH2:31][NH:18][CH2:17][CH2:16][N:13]2[CH2:12][CH2:11][N:10]([C:7]3[CH:6]=[CH:5][C:4]([N+:1]([O-:3])=[O:2])=[CH:9][CH:8]=3)[CH2:15][CH2:14]2)=[N:25]1)([CH3:30])([CH3:29])[CH3:28], predict the reactants needed to synthesize it. The reactants are: [N+:1]([C:4]1[CH:9]=[CH:8][C:7]([N:10]2[CH2:15][CH2:14][N:13]([CH2:16][CH2:17][NH2:18])[CH2:12][CH2:11]2)=[CH:6][CH:5]=1)([O-:3])=[O:2].[CH2:19]([C:22]1[N:26]([C:27]([CH3:30])([CH3:29])[CH3:28])[N:25]=[C:24]([CH:31]=O)[CH:23]=1)[CH2:20][CH3:21].